This data is from Drug-target binding data from BindingDB using IC50 measurements. The task is: Regression. Given a target protein amino acid sequence and a drug SMILES string, predict the binding affinity score between them. We predict pIC50 (pIC50 = -log10(IC50 in M); higher means more potent). Dataset: bindingdb_ic50. The drug is CC(=O)c1ccc(NC(=O)CN2CCC(N3C(=O)OCc4cc(Cl)ccc43)CC2)cc1. The target protein (Q63634) has sequence MEFKLEEHFNKTFVTENNTAAARNAAFPAWEDYRGSVDDLQYFLIGLYTFVSLLGFMGNLLILMAVMKKRNQKTTVNFLIGNLAFSDILVVLFCSPFTLTSVLLDQWMFGKAMCHIMPFLQCVSVLVSTLILISIAIVRYHMIKHPISNNLTANHGYFLIATVWTLGFAICSPLPVFHSLVELKETFGSALLSSKYLCVESWPSDSYRIAFTISLLLVQYILPLVCLTVSHTSVCRSISCGLSHKENRLEENEMINLTLQPSKKSRNQAKTPSTQKWSYSFIRKHRRRYSKKTACVLPAPAGPSQGKHLAVPENPASVRSQLSPSSKVIPGVPICFEVKPEESSDAHEMRVKRSITRIKKRSRSVFYRLTILILVFAVSWMPLHVFHVVTDFNDNLISNRHFKLVYCICHLLGMMSCCLNPILYGFLNNGIKADLRALIHCLHMS. The pIC50 is 7.7.